This data is from Full USPTO retrosynthesis dataset with 1.9M reactions from patents (1976-2016). The task is: Predict the reactants needed to synthesize the given product. (1) Given the product [Br:21][C:18]1[S:17][C:16]([N:7]2[CH2:6][CH2:5][C:4]([CH2:2][CH3:3])([C:10]([O:12][CH2:13][CH3:14])=[O:11])[CH2:9][CH2:8]2)=[N:20][CH:19]=1, predict the reactants needed to synthesize it. The reactants are: Cl.[CH2:2]([C:4]1([C:10]([O:12][CH2:13][CH3:14])=[O:11])[CH2:9][CH2:8][NH:7][CH2:6][CH2:5]1)[CH3:3].Br[C:16]1[S:17][C:18]([Br:21])=[CH:19][N:20]=1.C(N(CC)CC)C.C1CCCCC1. (2) The reactants are: [CH3:1][O:2][C:3](=[O:27])[C@H:4]([CH2:17][C:18]1[CH:23]=[CH:22][C:21]([N+:24]([O-:26])=[O:25])=[CH:20][CH:19]=1)[NH:5][C:6]([C:8]1([CH2:13][CH2:14][O:15][CH3:16])[CH2:12][CH2:11][CH2:10][CH2:9]1)=O.COC1C=CC(P2(SP(C3C=CC(OC)=CC=3)(=S)S2)=[S:37])=CC=1. Given the product [CH3:1][O:2][C:3](=[O:27])[C@H:4]([CH2:17][C:18]1[CH:23]=[CH:22][C:21]([N+:24]([O-:26])=[O:25])=[CH:20][CH:19]=1)[NH:5][C:6]([C:8]1([CH2:13][CH2:14][O:15][CH3:16])[CH2:12][CH2:11][CH2:10][CH2:9]1)=[S:37], predict the reactants needed to synthesize it. (3) Given the product [C:16]([O:20][C:21]([N:23]1[C:32]2[C:27](=[CH:28][CH:29]=[C:30]([CH2:33][CH2:34][O:35][C:36]3[CH:37]=[C:38]4[C:42](=[CH:43][CH:44]=3)[N:41]([C:6]([C:7]3[CH:8]=[CH:9][C:10]([O:13][CH3:14])=[CH:11][CH:12]=3)=[CH:5][C:4]([O:3][CH2:1][CH3:2])=[O:15])[CH:40]=[CH:39]4)[N:31]=2)[CH2:26][CH2:25][CH2:24]1)=[O:22])([CH3:19])([CH3:17])[CH3:18], predict the reactants needed to synthesize it. The reactants are: [CH2:1]([O:3][C:4](=[O:15])[C:5]#[C:6][C:7]1[CH:12]=[CH:11][C:10]([O:13][CH3:14])=[CH:9][CH:8]=1)[CH3:2].[C:16]([O:20][C:21]([N:23]1[C:32]2[C:27](=[CH:28][CH:29]=[C:30]([CH2:33][CH2:34][O:35][C:36]3[CH:37]=[C:38]4[C:42](=[CH:43][CH:44]=3)[NH:41][CH:40]=[CH:39]4)[N:31]=2)[CH2:26][CH2:25][CH2:24]1)=[O:22])([CH3:19])([CH3:18])[CH3:17]. (4) The reactants are: C([N:8]1[CH2:12][CH2:11][C@@H:10]([NH:13][C:14]2[N:19]=[CH:18][C:17](/[CH:20]=[CH:21]/[C:22]([O:24][CH2:25][CH3:26])=[O:23])=[CH:16][C:15]=2[Cl:27])[CH2:9]1)C1C=CC=CC=1.[Cl:28]C(OC(Cl)C)=O.C(N(CC)C(C)C)(C)C. Given the product [ClH:27].[ClH:28].[Cl:27][C:15]1[CH:16]=[C:17](/[CH:20]=[CH:21]/[C:22]([O:24][CH2:25][CH3:26])=[O:23])[CH:18]=[N:19][C:14]=1[NH:13][C@@H:10]1[CH2:11][CH2:12][NH:8][CH2:9]1, predict the reactants needed to synthesize it. (5) Given the product [Cl:27][C:28]1[N:33]=[C:32]([C:8]2[S:7][C:6]([CH2:5][CH2:4][C:2]([CH3:1])([OH:11])[CH3:3])=[CH:10][CH:9]=2)[CH:31]=[CH:30][N:29]=1, predict the reactants needed to synthesize it. The reactants are: [CH3:1][C:2]([OH:11])([CH2:4][CH2:5][C:6]1[S:7][CH:8]=[CH:9][CH:10]=1)[CH3:3].[Li+].CC([N-]C(C)C)C.COB(OC)OC.[Cl:27][C:28]1[N:33]=[C:32](Cl)[CH:31]=[CH:30][N:29]=1.C(=O)(O)[O-].[Na+]. (6) Given the product [OH:36][C:23]1[C:24]([C:28]([N:30]2[CH2:34][CH2:33][C@@H:32]([OH:35])[CH2:31]2)=[O:29])=[CH:25][CH:26]=[CH:27][C:22]=1[NH:21][C:20]1[C:17](=[O:16])[C:18](=[O:38])[C:19]=1[NH:13][CH:7]([C:5]1[O:6][C:2]([CH3:1])=[CH:3][CH:4]=1)[C:8]1([CH3:12])[CH2:9][O:10][CH2:11]1, predict the reactants needed to synthesize it. The reactants are: [CH3:1][C:2]1[O:6][C:5]([CH:7]([NH2:13])[C:8]2([CH3:12])[CH2:11][O:10][CH2:9]2)=[CH:4][CH:3]=1.C([O:16][C:17]1[C:18](=[O:38])[C:19](=O)[C:20]=1[NH:21][C:22]1[CH:27]=[CH:26][CH:25]=[C:24]([C:28]([N:30]2[CH2:34][CH2:33][C@@H:32]([OH:35])[CH2:31]2)=[O:29])[C:23]=1[OH:36])C. (7) Given the product [Br:1][C:2]1[CH:3]=[CH:4][C:5]2[O:14][CH2:13][CH2:12][N:11]3[C:7](=[N:8][C:9]([C:15]([Cl:23])=[O:16])=[CH:10]3)[C:6]=2[CH:18]=1, predict the reactants needed to synthesize it. The reactants are: [Br:1][C:2]1[CH:3]=[CH:4][C:5]2[O:14][CH2:13][CH2:12][N:11]3[C:7](=[N:8][C:9]([C:15](O)=[O:16])=[CH:10]3)[C:6]=2[CH:18]=1.C(Cl)(C([Cl:23])=O)=O.CN(C)C=O. (8) Given the product [NH2:14][CH2:15][C:16]1[CH:21]=[CH:20][C:19]([S:22]([NH:23][C:24](=[O:36])[CH2:25][CH2:26][CH2:27][CH2:28][CH2:29][CH2:30][CH2:31][CH2:32][CH2:33][CH2:34][CH3:35])(=[O:37])=[O:38])=[CH:18][CH:17]=1, predict the reactants needed to synthesize it. The reactants are: FC(F)(F)C(O)=O.C(OC(=O)[NH:14][CH2:15][C:16]1[CH:21]=[CH:20][C:19]([S:22](=[O:38])(=[O:37])[NH:23][C:24](=[O:36])[CH2:25][CH2:26][CH2:27][CH2:28][CH2:29][CH2:30][CH2:31][CH2:32][CH2:33][CH2:34][CH3:35])=[CH:18][CH:17]=1)(C)(C)C. (9) Given the product [CH3:7][O:8][C:9]1[CH:10]=[C:11]([CH2:12][OH:13])[CH:15]=[C:16]([C:18]([F:19])([F:21])[F:20])[CH:17]=1, predict the reactants needed to synthesize it. The reactants are: [H-].[Al+3].[Li+].[H-].[H-].[H-].[CH3:7][O:8][C:9]1[CH:10]=[C:11]([CH:15]=[C:16]([C:18]([F:21])([F:20])[F:19])[CH:17]=1)[C:12](O)=[O:13].O.[OH-].[Na+]. (10) Given the product [ClH:33].[ClH:33].[CH2:12]([C:19]1([N:26]([CH3:27])[CH3:28])[CH2:24][CH2:23][CH:22]([NH:11][CH2:10][C:3]2[C:4]3[C:9](=[CH:8][CH:7]=[CH:6][CH:5]=3)[NH:1][CH:2]=2)[CH2:21][CH2:20]1)[C:13]1[CH:18]=[CH:17][CH:16]=[CH:15][CH:14]=1, predict the reactants needed to synthesize it. The reactants are: [NH:1]1[C:9]2[C:4](=[CH:5][CH:6]=[CH:7][CH:8]=2)[C:3]([CH2:10][NH2:11])=[CH:2]1.[CH2:12]([C:19]1([N:26]([CH3:28])[CH3:27])[CH2:24][CH2:23][C:22](=O)[CH2:21][CH2:20]1)[C:13]1[CH:18]=[CH:17][CH:16]=[CH:15][CH:14]=1.C(O)(=O)C.[ClH:33].